This data is from Reaction yield outcomes from USPTO patents with 853,638 reactions. The task is: Predict the reaction yield, written as a fraction of the theoretical maximum amount of product (1.0 means a 100% yield; for example, 0.34 means a 34% yield). (1) The reactants are [CH3:1][N:2]1[C:6]([C:7]2[CH:8]=[N:9][CH:10]=[CH:11][CH:12]=2)=[N:5][N:4]=[C:3]1[S:13][CH2:14][C:15]([OH:17])=O.C1C=CC2N(O)N=NC=2C=1.CCN=C=NCCCN(C)C.Cl.[Cl:40][C:41]1[CH:42]=[C:43]([NH:47][NH2:48])[CH:44]=[CH:45][CH:46]=1. The catalyst is CN(C=O)C.CC#N.O. The product is [Cl:40][C:41]1[CH:42]=[C:43]([NH:47][NH:48][C:15](=[O:17])[CH2:14][S:13][C:3]2[N:2]([CH3:1])[C:6]([C:7]3[CH:8]=[N:9][CH:10]=[CH:11][CH:12]=3)=[N:5][N:4]=2)[CH:44]=[CH:45][CH:46]=1. The yield is 0.400. (2) The reactants are [Cl:1][C:2]1[CH:7]=[CH:6][C:5]([O:8][C:9]2[CH:14]=[CH:13][C:12]([CH2:15][CH2:16][O:17][C:18]3[NH:19][CH:20]=[C:21]([CH2:25][CH3:26])[C:22](=[O:24])[N:23]=3)=[CH:11][CH:10]=2)=[CH:4][C:3]=1[C:27]([F:30])([F:29])[F:28].[CH3:31][CH2:32]N(C(C)C)C(C)C.C(I)C. The catalyst is ClCCCl. The product is [Cl:1][C:2]1[CH:7]=[CH:6][C:5]([O:8][C:9]2[CH:10]=[CH:11][C:12]([CH2:15][CH2:16][O:17][C:18]3[N:19]([CH2:31][CH3:32])[CH:20]=[C:21]([CH2:25][CH3:26])[C:22](=[O:24])[N:23]=3)=[CH:13][CH:14]=2)=[CH:4][C:3]=1[C:27]([F:28])([F:30])[F:29]. The yield is 0.392. (3) The yield is 0.900. The product is [C:1]([O:4][CH2:5][C:6]1[C:11]([C:12]2[N:20]=[C:19]3[C:15]([N:16]=[CH:17][NH:18]3)=[C:14]([NH:29][C:30]3[CH:35]=[CH:34][C:33]([N:36]4[CH2:37][CH2:38][N:39]([CH:42]5[CH2:43][O:44][CH2:45]5)[CH2:40][CH2:41]4)=[CH:32][CH:31]=3)[N:13]=2)=[CH:10][C:9]([F:46])=[CH:8][C:7]=1[N:47]1[CH2:58][CH2:57][N:56]2[C:49](=[CH:50][C:51]3[CH2:52][C:53]([CH3:60])([CH3:59])[CH2:54][C:55]=32)[C:48]1=[O:61])(=[O:3])[CH3:2]. No catalyst specified. The reactants are [C:1]([O:4][CH2:5][C:6]1[C:11]([C:12]2[N:20]=[C:19]3[C:15]([N:16]=[CH:17][N:18]3COCC[Si](C)(C)C)=[C:14]([NH:29][C:30]3[CH:35]=[CH:34][C:33]([N:36]4[CH2:41][CH2:40][N:39]([CH:42]5[CH2:45][O:44][CH2:43]5)[CH2:38][CH2:37]4)=[CH:32][CH:31]=3)[N:13]=2)=[CH:10][C:9]([F:46])=[CH:8][C:7]=1[N:47]1[CH2:58][CH2:57][N:56]2[C:49](=[CH:50][C:51]3[CH2:52][C:53]([CH3:60])([CH3:59])[CH2:54][C:55]=32)[C:48]1=[O:61])(=[O:3])[CH3:2].C(O)(C(F)(F)F)=O. (4) The reactants are [F:1][C:2]1[CH:7]=[CH:6][C:5]([C:8]2[O:9][CH:10]=[C:11]([CH2:13]I)[N:12]=2)=[CH:4][CH:3]=1.[N-:15]=[N+:16]=[N-:17].[Na+]. The catalyst is CN(C=O)C.CCOC(C)=O. The product is [N:15]([CH2:13][C:11]1[N:12]=[C:8]([C:5]2[CH:6]=[CH:7][C:2]([F:1])=[CH:3][CH:4]=2)[O:9][CH:10]=1)=[N+:16]=[N-:17]. The yield is 0.850. (5) The product is [CH3:12][N:15]([CH3:16])[C:9]([C:3]1[C:2]([NH2:1])=[N:7][CH:6]=[C:5]([I:8])[N:4]=1)=[O:11]. The reactants are [NH2:1][C:2]1[C:3]([C:9]([OH:11])=O)=[N:4][C:5]([I:8])=[CH:6][N:7]=1.[CH:12]([N:15](C(C)C)[CH2:16]C)(C)C.F[P-](F)(F)(F)(F)F.C[N+](C)=C(N(C)C)ON1C2N=CC=CC=2N=N1.CNC.C(O)(=O)CC(CC(O)=O)(C(O)=O)O. The catalyst is C(#N)C.C1COCC1.ClCCl. The yield is 0.620. (6) The reactants are [F:1][C:2]1([F:30])[CH2:7][CH2:6][N:5]([C:8]([C:10]2[NH:11][C:12]3[C:17]([CH:18]=2)=[CH:16][C:15]([C:19]([N:21]2[CH2:26][CH2:25][N:24]([CH:27]([CH3:29])[CH3:28])[CH2:23][CH2:22]2)=[O:20])=[CH:14][CH:13]=3)=[O:9])[CH2:4][CH2:3]1.[F:31][C:32]1[CH:33]=[C:34](B(O)O)[CH:35]=[CH:36][CH:37]=1.N1C=CC=CC=1. The catalyst is ClCCl.C([O-])(=O)C.[Cu+2].C([O-])(=O)C. The product is [F:30][C:2]1([F:1])[CH2:7][CH2:6][N:5]([C:8]([C:10]2[N:11]([C:36]3[CH:35]=[CH:34][CH:33]=[C:32]([F:31])[CH:37]=3)[C:12]3[C:17]([CH:18]=2)=[CH:16][C:15]([C:19]([N:21]2[CH2:22][CH2:23][N:24]([CH:27]([CH3:28])[CH3:29])[CH2:25][CH2:26]2)=[O:20])=[CH:14][CH:13]=3)=[O:9])[CH2:4][CH2:3]1. The yield is 0.350. (7) The reactants are [NH2:1][C:2]1[CH:11]=[C:10]([Cl:12])[CH:9]=[CH:8][C:3]=1[C:4]([O:6]C)=O.[C:13]([C:19]([O:21][CH3:22])=[O:20])#[C:14][C:15]([O:17][CH3:18])=[O:16].CC(C)([O-])C.[K+]. The catalyst is C(O)(C)(C)C. The product is [Cl:12][C:10]1[CH:11]=[C:2]2[C:3]([C:4]([OH:6])=[C:13]([C:19]([O:21][CH3:22])=[O:20])[C:14]([C:15]([O:17][CH3:18])=[O:16])=[N:1]2)=[CH:8][CH:9]=1. The yield is 0.470. (8) The reactants are [CH2:1]([C:9]1[CH:13]=[CH:12][S:11][CH:10]=1)[CH2:2][CH2:3][CH2:4][CH2:5][CH2:6][CH2:7][CH3:8].C1C(=O)N([Br:21])C(=O)C1.O. The catalyst is CN(C=O)C. The product is [Br:21][C:10]1[S:11][CH:12]=[CH:13][C:9]=1[CH2:1][CH2:2][CH2:3][CH2:4][CH2:5][CH2:6][CH2:7][CH3:8]. The yield is 0.890.